Predict the product of the given reaction. From a dataset of Forward reaction prediction with 1.9M reactions from USPTO patents (1976-2016). (1) Given the reactants [NH2:1][C:2]1[CH:7]=[CH:6][C:5]([Br:8])=[CH:4][C:3]=1[C:9]([C:11]1[CH:16]=[CH:15][N:14]=[CH:13][CH:12]=1)=[O:10].[CH2:17]([C:19]1[CH:24]=[CH:23][C:22]([S:25](Cl)(=[O:27])=[O:26])=[CH:21][CH:20]=1)[CH3:18], predict the reaction product. The product is: [Br:8][C:5]1[CH:6]=[CH:7][C:2]([NH:1][S:25]([C:22]2[CH:23]=[CH:24][C:19]([CH2:17][CH3:18])=[CH:20][CH:21]=2)(=[O:27])=[O:26])=[C:3]([C:9]([C:11]2[CH:16]=[CH:15][N:14]=[CH:13][CH:12]=2)=[O:10])[CH:4]=1. (2) Given the reactants [Br:1][C:2]1[CH:3]=[C:4]([OH:11])[CH:5]=[C:6]([N+:8]([O-:10])=[O:9])[CH:7]=1.Br[CH2:13][CH2:14][O:15][CH2:16][CH2:17][O:18][CH2:19][CH2:20][O:21][CH3:22].[I-].[Na+].C([O-])([O-])=O.[K+].[K+], predict the reaction product. The product is: [Br:1][C:2]1[CH:7]=[C:6]([N+:8]([O-:10])=[O:9])[CH:5]=[C:4]([O:11][CH2:13][CH2:14][O:15][CH2:16][CH2:17][O:18][CH2:19][CH2:20][O:21][CH3:22])[CH:3]=1. (3) Given the reactants O1C2C=CC(N)=CC=2NCC1.FC(F)(F)C(=O)CC(OCC)=O.[O:24]1[C:29]2[CH:30]=[CH:31][C:32]([NH:34][C:35](=[O:43])[CH2:36][C:37](=O)[C:38]([F:41])([F:40])[F:39])=[CH:33][C:28]=2[NH:27][CH2:26][CH2:25]1, predict the reaction product. The product is: [F:39][C:38]([F:41])([F:40])[C:37]1[C:31]2[CH:30]=[C:29]3[C:28]([NH:27][CH2:26][CH2:25][O:24]3)=[CH:33][C:32]=2[NH:34][C:35](=[O:43])[CH:36]=1. (4) Given the reactants [C:1]([O:4][CH2:5][C:6]1[CH:11]=[C:10]([O:12][CH:13]2[CH2:18][CH2:17][CH2:16][CH2:15][O:14]2)[C:9]([CH2:19][C:20]2[CH:25]=[CH:24][C:23]([O:26][CH3:27])=[CH:22][CH:21]=2)=[C:8](Br)[CH:7]=1)(=[O:3])[CH3:2].[C:29](=O)([O-])[O-].[K+].[K+].CB1OB(C)OB(C)O1.C(OCC)(=O)C, predict the reaction product. The product is: [C:1]([O:4][CH2:5][C:6]1[CH:11]=[C:10]([O:12][CH:13]2[CH2:18][CH2:17][CH2:16][CH2:15][O:14]2)[C:9]([CH2:19][C:20]2[CH:25]=[CH:24][C:23]([O:26][CH3:27])=[CH:22][CH:21]=2)=[C:8]([CH3:29])[CH:7]=1)(=[O:3])[CH3:2]. (5) Given the reactants Cl.[CH:2]1([N:5]([CH:19]2[CH2:24][CH2:23][NH:22][CH2:21][CH2:20]2)[C:6](=[O:18])[C:7]2[CH:12]=[CH:11][C:10]([C:13]3[O:17][CH:16]=[N:15][CH:14]=3)=[CH:9][CH:8]=2)[CH2:4][CH2:3]1.Cl[C:26]1[C:27]([CH3:33])=[N:28][CH:29]=[C:30]([CH3:32])[N:31]=1, predict the reaction product. The product is: [CH:2]1([N:5]([CH:19]2[CH2:24][CH2:23][N:22]([C:29]3[C:30]([CH3:32])=[N:31][CH:26]=[C:27]([CH3:33])[N:28]=3)[CH2:21][CH2:20]2)[C:6](=[O:18])[C:7]2[CH:8]=[CH:9][C:10]([C:13]3[O:17][CH:16]=[N:15][CH:14]=3)=[CH:11][CH:12]=2)[CH2:4][CH2:3]1.